Dataset: Catalyst prediction with 721,799 reactions and 888 catalyst types from USPTO. Task: Predict which catalyst facilitates the given reaction. (1) Reactant: Cl.Cl.[N:3]1([CH:8]2[CH2:13][CH2:12][N:11]([C:14]([O:16][C:17]3[CH:22]=[C:21]([F:23])[CH:20]=[CH:19][C:18]=3/[CH:24]=[C:25]3\[C:26](=O)[N:27]=[C:28]([N:30]4[CH2:35][CH2:34][CH2:33][CH2:32][NH:31]4)[S:29]\3)=[O:15])[CH2:10][CH2:9]2)[CH2:7][CH2:6][CH2:5][CH2:4]1.P12(SP3(SP(SP(S3)(S1)=S)(=S)S2)=S)=[S:38]. Product: [N:3]1([CH:8]2[CH2:13][CH2:12][N:11]([C:14]([O:16][C:17]3[CH:22]=[C:21]([F:23])[CH:20]=[CH:19][C:18]=3/[CH:24]=[C:25]3/[C:26](=[S:38])[N:27]=[C:28]([N:30]4[CH2:35][CH2:34][CH2:33][CH2:32][NH:31]4)[S:29]/3)=[O:15])[CH2:10][CH2:9]2)[CH2:7][CH2:6][CH2:5][CH2:4]1. The catalyst class is: 17. (2) Reactant: Br[C:2]1[CH:7]=[CH:6][N:5]=[C:4]2[N:8]([CH2:11][O:12][CH2:13][CH2:14][Si:15]([CH3:18])([CH3:17])[CH3:16])[CH:9]=[CH:10][C:3]=12.[CH:19]1[C:28]2[C:23](=[CH:24][CH:25]=[CH:26][CH:27]=2)[CH:22]=[CH:21][C:20]=1[CH2:29][N:30]1[CH:34]=[C:33](B2OC(C)(C)C(C)(C)O2)[CH:32]=[N:31]1.C1(C)C=CC=CC=1.C(O)C.C(=O)([O-])[O-].[K+].[K+]. Product: [CH:19]1[C:28]2[C:23](=[CH:24][CH:25]=[CH:26][CH:27]=2)[CH:22]=[CH:21][C:20]=1[CH2:29][N:30]1[CH:34]=[C:33]([C:2]2[CH:7]=[CH:6][N:5]=[C:4]3[N:8]([CH2:11][O:12][CH2:13][CH2:14][Si:15]([CH3:18])([CH3:17])[CH3:16])[CH:9]=[CH:10][C:3]=23)[CH:32]=[N:31]1. The catalyst class is: 73.